From a dataset of NCI-60 drug combinations with 297,098 pairs across 59 cell lines. Regression. Given two drug SMILES strings and cell line genomic features, predict the synergy score measuring deviation from expected non-interaction effect. (1) Drug 1: CNC(=O)C1=NC=CC(=C1)OC2=CC=C(C=C2)NC(=O)NC3=CC(=C(C=C3)Cl)C(F)(F)F. Drug 2: C1CN(P(=O)(OC1)NCCCl)CCCl. Cell line: SF-268. Synergy scores: CSS=6.53, Synergy_ZIP=2.32, Synergy_Bliss=1.54, Synergy_Loewe=0.278, Synergy_HSA=0.992. (2) Drug 1: C1CC2CC3=C(CC1C24CN(S(=O)(=O)N4)CC(F)(F)F)C=CC(=C3)C=CCN5CCC(CC5)C(F)(F)F. Drug 2: CC1CC(C(C(C=C(C(C(C=CC=C(C(=O)NC2=CC(=O)C(=C(C1)C2=O)OC)C)OC)OC(=O)N)C)C)O)OC. Cell line: T-47D. Synergy scores: CSS=32.2, Synergy_ZIP=7.41, Synergy_Bliss=8.28, Synergy_Loewe=7.64, Synergy_HSA=9.85.